This data is from Catalyst prediction with 721,799 reactions and 888 catalyst types from USPTO. The task is: Predict which catalyst facilitates the given reaction. (1) Reactant: Cl[C:2]1[N:22]=[CH:21][C:20]([F:23])=[CH:19][C:3]=1[C:4]([NH:6][C@H:7]1[CH2:12][CH2:11][C@@H:10]([NH:13][C:14](=[O:18])[CH2:15][O:16][CH3:17])[CH2:9][CH2:8]1)=[O:5].[CH2:24]([S:26][C:27]1[CH:28]=[C:29]([OH:33])[CH:30]=[CH:31][CH:32]=1)[CH3:25].C(=O)([O-])[O-].[Cs+].[Cs+]. Product: [CH2:24]([S:26][C:27]1[CH:28]=[C:29]([CH:30]=[CH:31][CH:32]=1)[O:33][C:2]1[N:22]=[CH:21][C:20]([F:23])=[CH:19][C:3]=1[C:4]([NH:6][C@H:7]1[CH2:12][CH2:11][C@@H:10]([NH:13][C:14](=[O:18])[CH2:15][O:16][CH3:17])[CH2:9][CH2:8]1)=[O:5])[CH3:25]. The catalyst class is: 9. (2) Reactant: [CH3:1][C:2]1[C:3]([C:15]2[CH:20]=[CH:19][CH:18]=[CH:17][CH:16]=2)=[N:4][C:5]2[C:10]([C:11]=1[C:12]([OH:14])=[O:13])=[CH:9][CH:8]=[CH:7][CH:6]=2.[CH2:21]1[C:26](=[O:27])[N:25]([Br:28])[C:23](=[O:24])[CH2:22]1. Product: [Br:28][CH2:1][C:2]1[C:3]([C:15]2[CH:20]=[CH:19][CH:18]=[CH:17][CH:16]=2)=[N:4][C:5]2[C:10]([C:11]=1[C:12]([OH:14])=[O:13])=[CH:9][CH:8]=[CH:7][CH:6]=2.[C:23]1(=[O:24])[NH:25][C:26](=[O:27])[CH2:21][CH2:22]1. The catalyst class is: 26. (3) Reactant: [CH2:1]([C:3]1[CH:15]=[C:6]2[C:7]([CH2:13][OH:14])=[CH:8][CH:9]=[C:10]([O:11][CH3:12])[N:5]2[N:4]=1)[CH3:2]. Product: [CH2:1]([C:3]1[CH:15]=[C:6]2[C:7]([CH:13]=[O:14])=[CH:8][CH:9]=[C:10]([O:11][CH3:12])[N:5]2[N:4]=1)[CH3:2]. The catalyst class is: 327. (4) Reactant: [Cl:1][C:2]1[CH:7]=[CH:6][C:5]([C:8]([C:29]2[CH:34]=[CH:33][C:32]([Cl:35])=[CH:31][CH:30]=2)([C:10]2[CH:11]=[C:12]3[C:17](=[CH:18][CH:19]=2)[N:16]=[N:15][CH:14]=[C:13]3[NH:20][CH2:21][CH2:22][C:23]2[CH:28]=[CH:27][CH:26]=[CH:25][CH:24]=2)O)=[CH:4][CH:3]=1.[SiH](CC)(CC)CC.FC(F)(F)C(O)=O. Product: [Cl:35][C:32]1[CH:33]=[CH:34][C:29]([CH:8]([C:5]2[CH:4]=[CH:3][C:2]([Cl:1])=[CH:7][CH:6]=2)[C:10]2[CH:11]=[C:12]3[C:17](=[CH:18][CH:19]=2)[N:16]=[N:15][CH:14]=[C:13]3[NH:20][CH2:21][CH2:22][C:23]2[CH:28]=[CH:27][CH:26]=[CH:25][CH:24]=2)=[CH:30][CH:31]=1. The catalyst class is: 4.